From a dataset of Peptide-MHC class I binding affinity with 185,985 pairs from IEDB/IMGT. Regression. Given a peptide amino acid sequence and an MHC pseudo amino acid sequence, predict their binding affinity value. This is MHC class I binding data. (1) The peptide sequence is DLKWARFPK. The MHC is HLA-A31:01 with pseudo-sequence HLA-A31:01. The binding affinity (normalized) is 0.448. (2) The peptide sequence is ATYGTAVNK. The MHC is HLA-A11:01 with pseudo-sequence HLA-A11:01. The binding affinity (normalized) is 0.686. (3) The peptide sequence is KVGFIMLFH. The MHC is HLA-B57:01 with pseudo-sequence HLA-B57:01. The binding affinity (normalized) is 0.0847. (4) The peptide sequence is TYPVLEEMF. The MHC is Patr-A0901 with pseudo-sequence Patr-A0901. The binding affinity (normalized) is 0. (5) The peptide sequence is NQQVTNSKY. The binding affinity (normalized) is 0.0847. The MHC is HLA-B08:01 with pseudo-sequence HLA-B08:01. (6) The peptide sequence is KMKKKTWLV. The binding affinity (normalized) is 0.682. The MHC is HLA-A02:03 with pseudo-sequence HLA-A02:03. (7) The peptide sequence is YHSNVKEL. The MHC is HLA-C06:02 with pseudo-sequence HLA-C06:02. The binding affinity (normalized) is 0.201. (8) The peptide sequence is LLKLWIDKV. The MHC is HLA-B18:01 with pseudo-sequence HLA-B18:01. The binding affinity (normalized) is 0.0847.